From a dataset of Forward reaction prediction with 1.9M reactions from USPTO patents (1976-2016). Predict the product of the given reaction. (1) Given the reactants [Br:1][C:2]1[CH:3]=[N:4][N:5]2[CH:10]=[CH:9][C:8]([N:11]3[CH2:16][CH2:15][NH:14][CH2:13][CH2:12]3)=[N:7][C:6]=12.[C:17](Cl)(=[O:28])[O:18][C:19]1[CH:24]=[CH:23][C:22]([N+:25]([O-:27])=[O:26])=[CH:21][CH:20]=1, predict the reaction product. The product is: [N+:25]([C:22]1[CH:21]=[CH:20][C:19]([O:18][C:17]([N:14]2[CH2:15][CH2:16][N:11]([C:8]3[CH:9]=[CH:10][N:5]4[N:4]=[CH:3][C:2]([Br:1])=[C:6]4[N:7]=3)[CH2:12][CH2:13]2)=[O:28])=[CH:24][CH:23]=1)([O-:27])=[O:26]. (2) Given the reactants Br.[N:2]1[CH:7]=[CH:6][CH:5]=[C:4]([O:8][C:9]2[CH:14]=[CH:13][C:12]([C:15]3[O:19][C:18]([NH2:20])=[N:17][N:16]=3)=[CH:11][CH:10]=2)[CH:3]=1.[F:21][C:22]1([F:34])[O:26][C:25]2[CH:27]=[CH:28][C:29]([C:31](Cl)=[O:32])=[CH:30][C:24]=2[O:23]1, predict the reaction product. The product is: [F:34][C:22]1([F:21])[O:26][C:25]2[CH:27]=[CH:28][C:29]([C:31]([NH:20][C:18]3[O:19][C:15]([C:12]4[CH:11]=[CH:10][C:9]([O:8][C:4]5[CH:3]=[N:2][CH:7]=[CH:6][CH:5]=5)=[CH:14][CH:13]=4)=[N:16][N:17]=3)=[O:32])=[CH:30][C:24]=2[O:23]1. (3) Given the reactants [Li]CCCC.[CH3:6][N:7]1[CH:11]=[CH:10][N:9]=[CH:8]1.[Sn:12](Cl)([CH2:21][CH2:22][CH2:23][CH3:24])([CH2:17][CH2:18][CH2:19][CH3:20])[CH2:13][CH2:14][CH2:15][CH3:16], predict the reaction product. The product is: [CH3:6][N:7]1[CH:11]=[CH:10][N:9]=[C:8]1[Sn:12]([CH2:17][CH2:18][CH2:19][CH3:20])([CH2:21][CH2:22][CH2:23][CH3:24])[CH2:13][CH2:14][CH2:15][CH3:16]. (4) Given the reactants [CH3:1][C:2]([C:35]([OH:37])=[O:36])([C:4]1[CH:5]=[CH:6][C:7]([CH:10]([OH:34])[CH2:11][CH2:12][CH2:13][N:14]2[CH2:19][CH2:18][CH:17]([C:20]([OH:33])([C:27]3[CH:28]=[CH:29][CH:30]=[CH:31][CH:32]=3)[C:21]3[CH:22]=[CH:23][CH:24]=[CH:25][CH:26]=3)[CH2:16][CH2:15]2)=[CH:8][CH:9]=1)[CH3:3].[ClH:38].CC(O)C, predict the reaction product. The product is: [CH3:3][C:2]([C:35]([OH:37])=[O:36])([C:4]1[CH:9]=[CH:8][C:7]([CH:10]([OH:34])[CH2:11][CH2:12][CH2:13][N:14]2[CH2:15][CH2:16][CH:17]([C:20]([OH:33])([C:21]3[CH:26]=[CH:25][CH:24]=[CH:23][CH:22]=3)[C:27]3[CH:28]=[CH:29][CH:30]=[CH:31][CH:32]=3)[CH2:18][CH2:19]2)=[CH:6][CH:5]=1)[CH3:1].[ClH:38]. (5) Given the reactants [O:1]1[C:6]2[CH:7]=[CH:8][C:9]([N:11]3[CH2:15][CH:14]([CH2:16][CH2:17][NH:18][CH2:19][CH2:20][C:21]4[C:30]5[C:25](=[CH:26][CH:27]=[C:28]([O:31][CH3:32])[N:29]=5)[N:24]=[CH:23][CH:22]=4)[O:13][C:12]3=[O:33])=[CH:10][C:5]=2[O:4][CH2:3][CH2:2]1.CCN(C(C)C)C(C)C.Br[CH2:44][CH2:45][CH2:46][C:47]([O:49][CH2:50][CH3:51])=[O:48].[Na+].[I-], predict the reaction product. The product is: [CH2:50]([O:49][C:47](=[O:48])[CH2:46][CH2:45][CH2:44][N:18]([CH2:17][CH2:16][CH:14]1[O:13][C:12](=[O:33])[N:11]([C:9]2[CH:8]=[CH:7][C:6]3[O:1][CH2:2][CH2:3][O:4][C:5]=3[CH:10]=2)[CH2:15]1)[CH2:19][CH2:20][C:21]1[C:30]2[C:25](=[CH:26][CH:27]=[C:28]([O:31][CH3:32])[N:29]=2)[N:24]=[CH:23][CH:22]=1)[CH3:51].